This data is from Forward reaction prediction with 1.9M reactions from USPTO patents (1976-2016). The task is: Predict the product of the given reaction. Given the reactants CC(OI1(OC(C)=O)(OC(C)=O)OC(=O)C2C=CC=CC1=2)=O.[N:23]([C@@H:26]1[CH2:31][C@H:30]([OH:32])[C@@H:29]([CH2:33][O:34][Si:35]([C:38]([CH3:41])([CH3:40])[CH3:39])([CH3:37])[CH3:36])[O:28][CH2:27]1)=[N+:24]=[N-:25].S([O-])([O-])(=O)=S.[Na+].[Na+], predict the reaction product. The product is: [N:23]([C@H:26]1[CH2:27][O:28][C@H:29]([CH2:33][O:34][Si:35]([C:38]([CH3:39])([CH3:40])[CH3:41])([CH3:37])[CH3:36])[C:30](=[O:32])[CH2:31]1)=[N+:24]=[N-:25].